Dataset: Forward reaction prediction with 1.9M reactions from USPTO patents (1976-2016). Task: Predict the product of the given reaction. (1) Given the reactants C1C2C(=CC=CC=2)C=CC=1.[B:20]1([B:20]2[O:24][C:23]([CH3:26])([CH3:25])[C:22]([CH3:28])([CH3:27])[O:21]2)[O:24][C:23]([CH3:26])([CH3:25])[C:22]([CH3:28])([CH3:27])[O:21]1.[CH3:29][C:30]1([CH3:56])[C:34]([CH3:36])([CH3:35])[O:33][B:32]([C:37]2[CH:46]=[CH:45][C:44]3[C:39](=[CH:40][CH:41]=[C:42](B4OC(C)(C)C(C)(C)O4)[CH:43]=3)[CH:38]=2)[O:31]1, predict the reaction product. The product is: [CH3:35][C:34]1([CH3:36])[C:30]([CH3:29])([CH3:56])[O:31][B:32]([C:37]2[CH:46]=[CH:45][C:44]3[C:39](=[CH:40][C:41]([B:20]4[O:21][C:22]([CH3:27])([CH3:28])[C:23]([CH3:25])([CH3:26])[O:24]4)=[CH:42][CH:43]=3)[CH:38]=2)[O:33]1. (2) The product is: [NH2:35][CH2:34][CH:13]1[O:12][CH:11]([C:9]2[O:10][C:6]([Cl:5])=[CH:7][CH:8]=2)[C:16]2=[C:17]3[N:29]([CH3:30])[C:28](=[O:31])[N:27]([CH3:32])[C:26](=[O:33])[C:18]3=[C:19]([C:20]3[S:21][CH:22]=[C:23]([CH3:25])[N:24]=3)[N:15]2[CH2:14]1. Given the reactants C(CN)O.[Cl:5][C:6]1[O:10][C:9]([CH:11]2[C:16]3=[C:17]4[N:29]([CH3:30])[C:28](=[O:31])[N:27]([CH3:32])[C:26](=[O:33])[C:18]4=[C:19]([C:20]4[S:21][CH:22]=[C:23]([CH3:25])[N:24]=4)[N:15]3[CH2:14][CH:13]([CH2:34][N:35]3C(=O)C4C(=CC=CC=4)C3=O)[O:12]2)=[CH:8][CH:7]=1, predict the reaction product. (3) Given the reactants C1(P(C2C=CC=CC=2)C2C=CC=CC=2)C=CC=CC=1.[N:20]([CH2:23][C:24]1[CH:37]=[C:36]([Br:38])[CH:35]=[CH:34][C:25]=1[O:26][CH2:27][CH2:28][N:29]1[CH2:33][CH2:32][CH2:31][CH2:30]1)=[N+]=[N-].O, predict the reaction product. The product is: [Br:38][C:36]1[CH:35]=[CH:34][C:25]([O:26][CH2:27][CH2:28][N:29]2[CH2:33][CH2:32][CH2:31][CH2:30]2)=[C:24]([CH:37]=1)[CH2:23][NH2:20]. (4) Given the reactants [O:1]=[C:2]1[C:11](=O)[C:10]2[C:5](=[CH:6][CH:7]=[CH:8][CH:9]=2)[C:4]([S:13][CH2:14][C:15]2([OH:28])[CH2:20][CH2:19][N:18](C(OC(C)(C)C)=O)[CH2:17][CH2:16]2)=[CH:3]1.FC(F)(F)C(O)=[O:32].[ClH:36], predict the reaction product. The product is: [Cl-:36].[NH2+:18]1[CH2:17][CH2:16][C:15]2([O:28][C:5]3[C:10]4[C:11]([C:2](=[O:1])[C:3](=[O:32])[C:4]=3[S:13][CH2:14]2)=[CH:6][CH:7]=[CH:8][CH:9]=4)[CH2:20][CH2:19]1. (5) Given the reactants [F:1][C:2]1[CH:7]=[CH:6][CH:5]=[C:4]([F:8])[C:3]=1[N:9]1[C:14]2[N:15]=[C:16](S(C)(=O)=O)[N:17]=[C:18]([C:19]3[CH:20]=[C:21]([NH:26][C:27](=[O:36])[C:28]4[CH:33]=[CH:32][C:31]([CH3:34])=[C:30]([F:35])[CH:29]=4)[CH:22]=[CH:23][C:24]=3[CH3:25])[C:13]=2[CH2:12][NH:11][C:10]1=[O:41].[NH2:42][CH:43]1[CH2:48][C:47]([CH3:50])([CH3:49])[NH:46][C:45]([CH3:52])([CH3:51])[CH2:44]1, predict the reaction product. The product is: [F:1][C:2]1[CH:7]=[CH:6][CH:5]=[C:4]([F:8])[C:3]=1[N:9]1[C:14]2[N:15]=[C:16]([NH:42][CH:43]3[CH2:44][C:45]([CH3:52])([CH3:51])[NH:46][C:47]([CH3:50])([CH3:49])[CH2:48]3)[N:17]=[C:18]([C:19]3[CH:20]=[C:21]([NH:26][C:27](=[O:36])[C:28]4[CH:33]=[CH:32][C:31]([CH3:34])=[C:30]([F:35])[CH:29]=4)[CH:22]=[CH:23][C:24]=3[CH3:25])[C:13]=2[CH2:12][NH:11][C:10]1=[O:41]. (6) Given the reactants Br[C:2]1[CH:3]=[C:4]2[C:8](=[CH:9][CH:10]=1)[N:7]([CH2:11][C:12]([OH:14])=[O:13])[C:6]([CH3:15])=[C:5]2[S:16][C:17]1[CH:22]=[CH:21][C:20]([Cl:23])=[CH:19][CH:18]=1.C(=O)([O-])[O-].[Na+].[Na+].[C:30]1(B(O)O)[CH:35]=[CH:34][CH:33]=[CH:32][CH:31]=1.[CH2:39](O)[CH3:40], predict the reaction product. The product is: [Cl:23][C:20]1[CH:21]=[CH:22][C:17]([S:16][C:5]2[C:4]3[C:8](=[CH:9][CH:10]=[C:2]([C:30]4[CH:35]=[CH:34][CH:33]=[CH:32][CH:31]=4)[CH:3]=3)[N:7]([CH2:11][C:12]([O:14][CH2:39][CH3:40])=[O:13])[C:6]=2[CH3:15])=[CH:18][CH:19]=1.